This data is from Full USPTO retrosynthesis dataset with 1.9M reactions from patents (1976-2016). The task is: Predict the reactants needed to synthesize the given product. (1) Given the product [S:1]1[CH:5]=[CH:4][CH:3]=[C:2]1[CH2:6][CH2:7][NH:8][C:9]([N:11]1[C:19](=[O:20])[C:18]2[C:13](=[N:14][C:15]([Cl:22])=[CH:16][C:17]=2[CH3:21])[N:12]1[CH2:24][CH2:25][CH2:26][CH3:27])=[O:10], predict the reactants needed to synthesize it. The reactants are: [S:1]1[CH:5]=[CH:4][CH:3]=[C:2]1[CH2:6][CH2:7][NH:8][C:9]([N:11]1[C:19](=[O:20])[C:18]2[C:13](=[N:14][C:15]([Cl:22])=[CH:16][C:17]=2[CH3:21])[NH:12]1)=[O:10].I[CH2:24][CH2:25][CH2:26][CH3:27].[H-].[Na+]. (2) Given the product [Cl:1][C:2]1[CH:7]=[C:6]([C:8]2[N:12]=[N:11][N:10]([CH3:26])[N:9]=2)[CH:5]=[CH:4][C:3]=1[NH:13][C:14]1[N:19]=[C:18]([NH:20][CH3:21])[C:17]([C:22]([F:24])([F:25])[F:23])=[CH:16][N:15]=1, predict the reactants needed to synthesize it. The reactants are: [Cl:1][C:2]1[CH:7]=[C:6]([C:8]2[N:9]=[N:10][NH:11][N:12]=2)[CH:5]=[CH:4][C:3]=1[NH:13][C:14]1[N:19]=[C:18]([NH:20][CH3:21])[C:17]([C:22]([F:25])([F:24])[F:23])=[CH:16][N:15]=1.[C:26]([O-])([O-])=O.[K+].[K+].CI.